The task is: Predict the reaction yield, written as a fraction of the theoretical maximum amount of product (1.0 means a 100% yield; for example, 0.34 means a 34% yield).. This data is from Reaction yield outcomes from USPTO patents with 853,638 reactions. The reactants are [F:1][C:2]1[CH:3]=[C:4]([C:8]2[C:17]3[C:12](=[CH:13][CH:14]=[C:15](OS(C(F)(F)F)(=O)=O)[CH:16]=3)[C:11](=[O:26])[N:10]([CH2:27][CH:28]([CH3:30])[CH3:29])[C:9]=2[CH2:31][NH:32][C:33](=[O:39])[O:34][C:35]([CH3:38])([CH3:37])[CH3:36])[CH:5]=[CH:6][CH:7]=1.C(N(CC)CC)C.[OH2:47].[O:48]1[CH2:52]CC[CH2:49]1. The catalyst is CO.C1(P(C2C=CC=CC=2)[C-]2C=CC=C2)C=CC=CC=1.[C-]1(P(C2C=CC=CC=2)C2C=CC=CC=2)C=CC=C1.[Fe+2].C([O-])(=O)C.[Pd+2].C([O-])(=O)C. The product is [C:35]([O:34][C:33]([NH:32][CH2:31][C:9]1[N:10]([CH2:27][CH:28]([CH3:29])[CH3:30])[C:11](=[O:26])[C:12]2[C:17]([C:8]=1[C:4]1[CH:5]=[CH:6][CH:7]=[C:2]([F:1])[CH:3]=1)=[CH:16][C:15]([C:49]([O:48][CH3:52])=[O:47])=[CH:14][CH:13]=2)=[O:39])([CH3:36])([CH3:37])[CH3:38]. The yield is 0.912.